This data is from Reaction yield outcomes from USPTO patents with 853,638 reactions. The task is: Predict the reaction yield, written as a fraction of the theoretical maximum amount of product (1.0 means a 100% yield; for example, 0.34 means a 34% yield). (1) The reactants are F[C:2]1[CH:7]=[CH:6][C:5]([S:8]([NH2:11])(=[O:10])=[O:9])=[CH:4][C:3]=1[S:12]([C:15]([F:18])([F:17])[F:16])(=[O:14])=[O:13].[CH3:19][N:20]([CH3:33])[CH2:21][CH2:22][C@@H:23]([NH2:32])[CH2:24][S:25][C:26]1[CH:31]=[CH:30][CH:29]=[CH:28][CH:27]=1.CCN(C(C)C)C(C)C. The catalyst is CC(N(C)C)=O. The product is [CH3:33][N:20]([CH3:19])[CH2:21][CH2:22][C@@H:23]([NH:32][C:2]1[CH:7]=[CH:6][C:5]([S:8]([NH2:11])(=[O:10])=[O:9])=[CH:4][C:3]=1[S:12]([C:15]([F:18])([F:17])[F:16])(=[O:14])=[O:13])[CH2:24][S:25][C:26]1[CH:27]=[CH:28][CH:29]=[CH:30][CH:31]=1. The yield is 0.820. (2) The reactants are Br[C:2]1[CH:3]=[C:4]([NH:10][C:11]2[CH:16]=[CH:15][C:14]([N:17]3[CH2:22][C@@H:21]([CH3:23])[N:20]([CH:24]4[CH2:27][O:26][CH2:25]4)[CH2:19][C@@H:18]3[CH3:28])=[CH:13][N:12]=2)[C:5](=[O:9])[N:6]([CH3:8])[CH:7]=1.[B:29]1([B:29]2[O:33][C:32]([CH3:35])([CH3:34])[C:31]([CH3:37])([CH3:36])[O:30]2)[O:33][C:32]([CH3:35])([CH3:34])[C:31]([CH3:37])([CH3:36])[O:30]1.CC(C1C=C(C(C)C)C(C2C=CC=CC=2P(C2CCCCC2)C2CCCCC2)=C(C(C)C)C=1)C.C([O-])(=O)C.[K+]. The catalyst is C1C=CC(/C=C/C(/C=C/C2C=CC=CC=2)=O)=CC=1.C1C=CC(/C=C/C(/C=C/C2C=CC=CC=2)=O)=CC=1.C1C=CC(/C=C/C(/C=C/C2C=CC=CC=2)=O)=CC=1.[Pd].[Pd].O1CCOCC1. The product is [CH3:28][C@H:18]1[CH2:19][N:20]([CH:24]2[CH2:27][O:26][CH2:25]2)[C@H:21]([CH3:23])[CH2:22][N:17]1[C:14]1[CH:15]=[CH:16][C:11]([NH:10][C:4]2[C:5](=[O:9])[N:6]([CH3:8])[CH:7]=[C:2]([B:29]3[O:33][C:32]([CH3:35])([CH3:34])[C:31]([CH3:37])([CH3:36])[O:30]3)[CH:3]=2)=[N:12][CH:13]=1. The yield is 0.900.